Dataset: NCI-60 drug combinations with 297,098 pairs across 59 cell lines. Task: Regression. Given two drug SMILES strings and cell line genomic features, predict the synergy score measuring deviation from expected non-interaction effect. (1) Drug 1: CN(C)N=NC1=C(NC=N1)C(=O)N. Drug 2: COC1=C2C(=CC3=C1OC=C3)C=CC(=O)O2. Cell line: NCIH23. Synergy scores: CSS=-4.23, Synergy_ZIP=-0.884, Synergy_Bliss=-5.59, Synergy_Loewe=-6.86, Synergy_HSA=-6.13. (2) Drug 1: C1=CC(=CC=C1CC(C(=O)O)N)N(CCCl)CCCl.Cl. Drug 2: CC=C1C(=O)NC(C(=O)OC2CC(=O)NC(C(=O)NC(CSSCCC=C2)C(=O)N1)C(C)C)C(C)C. Cell line: SF-295. Synergy scores: CSS=18.5, Synergy_ZIP=-0.510, Synergy_Bliss=0.694, Synergy_Loewe=-23.9, Synergy_HSA=1.05. (3) Drug 1: CC1=C(C(CCC1)(C)C)C=CC(=CC=CC(=CC(=O)O)C)C. Drug 2: C1=CC=C(C(=C1)C(C2=CC=C(C=C2)Cl)C(Cl)Cl)Cl. Cell line: HCC-2998. Synergy scores: CSS=5.85, Synergy_ZIP=-1.24, Synergy_Bliss=0.195, Synergy_Loewe=-3.41, Synergy_HSA=-2.65. (4) Drug 1: CC(C1=C(C=CC(=C1Cl)F)Cl)OC2=C(N=CC(=C2)C3=CN(N=C3)C4CCNCC4)N. Drug 2: CC1C(C(CC(O1)OC2CC(OC(C2O)C)OC3=CC4=CC5=C(C(=O)C(C(C5)C(C(=O)C(C(C)O)O)OC)OC6CC(C(C(O6)C)O)OC7CC(C(C(O7)C)O)OC8CC(C(C(O8)C)O)(C)O)C(=C4C(=C3C)O)O)O)O. Cell line: BT-549. Synergy scores: CSS=2.26, Synergy_ZIP=30.2, Synergy_Bliss=27.0, Synergy_Loewe=23.3, Synergy_HSA=22.7. (5) Drug 1: CC(C1=C(C=CC(=C1Cl)F)Cl)OC2=C(N=CC(=C2)C3=CN(N=C3)C4CCNCC4)N. Synergy scores: CSS=2.05, Synergy_ZIP=0.763, Synergy_Bliss=0.0835, Synergy_Loewe=-7.55, Synergy_HSA=-0.599. Drug 2: C1CCC(C(C1)N)N.C(=O)(C(=O)[O-])[O-].[Pt+4]. Cell line: OVCAR-4. (6) Drug 1: C1=NC2=C(N=C(N=C2N1C3C(C(C(O3)CO)O)O)F)N. Drug 2: CCC(=C(C1=CC=CC=C1)C2=CC=C(C=C2)OCCN(C)C)C3=CC=CC=C3.C(C(=O)O)C(CC(=O)O)(C(=O)O)O. Cell line: TK-10. Synergy scores: CSS=21.0, Synergy_ZIP=7.17, Synergy_Bliss=8.58, Synergy_Loewe=6.98, Synergy_HSA=7.49. (7) Drug 1: C1CC(C1)(C(=O)O)C(=O)O.[NH2-].[NH2-].[Pt+2]. Drug 2: CC(C)NC(=O)C1=CC=C(C=C1)CNNC.Cl. Cell line: NCI/ADR-RES. Synergy scores: CSS=-3.14, Synergy_ZIP=-0.354, Synergy_Bliss=-3.58, Synergy_Loewe=-7.58, Synergy_HSA=-6.27. (8) Drug 1: C1CN(P(=O)(OC1)NCCCl)CCCl. Drug 2: CC1C(C(CC(O1)OC2CC(CC3=C2C(=C4C(=C3O)C(=O)C5=CC=CC=C5C4=O)O)(C(=O)C)O)N)O. Cell line: OVCAR-4. Synergy scores: CSS=23.0, Synergy_ZIP=-3.46, Synergy_Bliss=-1.32, Synergy_Loewe=-17.2, Synergy_HSA=2.04.